This data is from NCI-60 drug combinations with 297,098 pairs across 59 cell lines. The task is: Regression. Given two drug SMILES strings and cell line genomic features, predict the synergy score measuring deviation from expected non-interaction effect. (1) Drug 1: C1CCN(CC1)CCOC2=CC=C(C=C2)C(=O)C3=C(SC4=C3C=CC(=C4)O)C5=CC=C(C=C5)O. Drug 2: C1C(C(OC1N2C=NC3=C2NC=NCC3O)CO)O. Cell line: EKVX. Synergy scores: CSS=2.64, Synergy_ZIP=-2.53, Synergy_Bliss=-4.15, Synergy_Loewe=-2.99, Synergy_HSA=-3.40. (2) Drug 1: CN(CC1=CN=C2C(=N1)C(=NC(=N2)N)N)C3=CC=C(C=C3)C(=O)NC(CCC(=O)O)C(=O)O. Synergy scores: CSS=45.7, Synergy_ZIP=-1.15, Synergy_Bliss=-3.62, Synergy_Loewe=-16.7, Synergy_HSA=-1.95. Drug 2: C1CN(CCN1C(=O)CCBr)C(=O)CCBr. Cell line: HT29. (3) Drug 1: C1CC(C1)(C(=O)O)C(=O)O.[NH2-].[NH2-].[Pt+2]. Drug 2: C1=NNC2=C1C(=O)NC=N2. Cell line: SK-MEL-5. Synergy scores: CSS=20.6, Synergy_ZIP=-7.63, Synergy_Bliss=-4.90, Synergy_Loewe=-1.25, Synergy_HSA=-1.79.